Dataset: Full USPTO retrosynthesis dataset with 1.9M reactions from patents (1976-2016). Task: Predict the reactants needed to synthesize the given product. (1) Given the product [Cl:7][C:8]1[CH:16]=[C:15]2[C:11]([C:12]([NH:17][C:1](=[O:5])[CH2:2][CH2:3][CH3:4])=[N:13][NH:14]2)=[CH:10][CH:9]=1, predict the reactants needed to synthesize it. The reactants are: [C:1](Cl)(=[O:5])[CH2:2][CH2:3][CH3:4].[Cl:7][C:8]1[CH:16]=[C:15]2[C:11]([C:12]([NH2:17])=[N:13][NH:14]2)=[CH:10][CH:9]=1. (2) Given the product [CH3:11][S:8]([C:5]1[CH:6]=[CH:7][C:2]([B:23]2[O:24][C:25]([CH3:27])([CH3:26])[C:21]([CH3:37])([CH3:20])[O:22]2)=[C:3]([NH:12][C:13](=[O:19])[O:14][C:15]([CH3:18])([CH3:17])[CH3:16])[CH:4]=1)(=[O:10])=[O:9], predict the reactants needed to synthesize it. The reactants are: Br[C:2]1[CH:7]=[CH:6][C:5]([S:8]([CH3:11])(=[O:10])=[O:9])=[CH:4][C:3]=1[NH:12][C:13](=[O:19])[O:14][C:15]([CH3:18])([CH3:17])[CH3:16].[CH3:20][C:21]1([CH3:37])[C:25]([CH3:27])([CH3:26])[O:24][B:23]([B:23]2[O:24][C:25]([CH3:27])([CH3:26])[C:21]([CH3:37])([CH3:20])[O:22]2)[O:22]1.C([O-])(=O)C.[Na+]. (3) Given the product [C:1]([C:4]1[C:9]([C:10]2[CH:15]=[CH:14][CH:13]=[C:12]([Cl:16])[CH:11]=2)=[N:8][N:7]([CH2:17][CH3:18])[C:6](=[O:19])[C:5]=1[NH:20][C:24]1[CH:33]=[CH:32][CH:31]=[C:30]2[C:25]=1[CH:26]=[CH:27][N:28]=[CH:29]2)(=[O:3])[CH3:2], predict the reactants needed to synthesize it. The reactants are: [C:1]([C:4]1[C:9]([C:10]2[CH:15]=[CH:14][CH:13]=[C:12]([Cl:16])[CH:11]=2)=[N:8][N:7]([CH2:17][CH3:18])[C:6](=[O:19])[C:5]=1[N+:20]([O-])=O)(=[O:3])[CH3:2].N[C:24]1[CH:33]=[CH:32][CH:31]=[C:30]2[C:25]=1[CH:26]=[CH:27][N:28]=[CH:29]2. (4) Given the product [CH:27]([C:30]1[CH:35]=[C:34]([CH3:36])[CH:33]=[CH:32][C:31]=1[NH:37][C:38]([NH:40][C:41]([NH:24][CH2:23][CH2:22][CH2:21][C:17]1[CH:18]=[CH:19][CH:20]=[C:15]([C:12]2[N:13]=[CH:14][N:10]([C:7]3[CH:6]=[CH:5][C:4]([O:3][C:2]([F:1])([F:25])[F:26])=[CH:9][CH:8]=3)[N:11]=2)[CH:16]=1)=[O:43])=[S:39])([CH3:29])[CH3:28], predict the reactants needed to synthesize it. The reactants are: [F:1][C:2]([F:26])([F:25])[O:3][C:4]1[CH:9]=[CH:8][C:7]([N:10]2[CH:14]=[N:13][C:12]([C:15]3[CH:16]=[C:17]([CH2:21][CH2:22][CH2:23][NH2:24])[CH:18]=[CH:19][CH:20]=3)=[N:11]2)=[CH:6][CH:5]=1.[CH:27]([C:30]1[CH:35]=[C:34]([CH3:36])[CH:33]=[CH:32][C:31]=1[NH:37][C:38]([NH2:40])=[S:39])([CH3:29])[CH3:28].[C:41]([O-])(=[O:43])C.[Na+]. (5) Given the product [CH2:11]([O:13][C:14](=[O:26])[CH2:15][C@H:16]1[C:24]2[C:19](=[CH:20][C:21]([O:10][CH2:9][CH2:8][C:6]3[CH:5]=[CH:4][CH:3]=[C:2]([Cl:1])[N:7]=3)=[CH:22][CH:23]=2)[CH2:18][CH2:17]1)[CH3:12], predict the reactants needed to synthesize it. The reactants are: [Cl:1][C:2]1[N:7]=[C:6]([CH2:8][CH2:9][OH:10])[CH:5]=[CH:4][CH:3]=1.[CH2:11]([O:13][C:14](=[O:26])[CH2:15][C@H:16]1[C:24]2[C:19](=[CH:20][C:21](O)=[CH:22][CH:23]=2)[CH2:18][CH2:17]1)[CH3:12].C1C=CC(P(C2C=CC=CC=2)C2C=CC=CC=2)=CC=1.CC(OC(/N=N/C(OC(C)C)=O)=O)C.